Task: Predict the product of the given reaction.. Dataset: Forward reaction prediction with 1.9M reactions from USPTO patents (1976-2016) (1) Given the reactants [C:1]([NH:9][CH:10]([CH:14]([CH3:16])[CH3:15])[C:11]([OH:13])=[O:12])(=[O:8])[C:2]1[CH:7]=[CH:6][CH:5]=[CH:4][CH:3]=1.[N:17]12[CH2:24][CH2:23][CH:20]([CH2:21][CH2:22]1)[C@@H:19](O)[CH2:18]2.C1CCC(N=C=NC2CCCCC2)CC1.C1C=CC2N(O)N=NC=2C=1, predict the reaction product. The product is: [C:1]([NH:9][CH:10]([CH:14]([CH3:16])[CH3:15])[C:11]([O:13][C@@H:19]1[CH:20]2[CH2:23][CH2:24][N:17]([CH2:22][CH2:21]2)[CH2:18]1)=[O:12])(=[O:8])[C:2]1[CH:7]=[CH:6][CH:5]=[CH:4][CH:3]=1. (2) Given the reactants [NH2:1][C:2]1[CH:3]=[C:4]([C:8]2[N:13]3[N:14]=[CH:15][C:16]([C:17]([C:19]4[S:20][CH:21]=[CH:22][CH:23]=4)=[O:18])=[C:12]3[N:11]=[CH:10][CH:9]=2)[CH:5]=[CH:6][CH:7]=1.[CH2:24]=O, predict the reaction product. The product is: [CH3:24][NH:1][C:2]1[CH:3]=[C:4]([C:8]2[N:13]3[N:14]=[CH:15][C:16]([C:17]([C:19]4[S:20][CH:21]=[CH:22][CH:23]=4)=[O:18])=[C:12]3[N:11]=[CH:10][CH:9]=2)[CH:5]=[CH:6][CH:7]=1. (3) Given the reactants [Br:1][C:2]1[CH:9]=[CH:8][C:5]([CH:6]=O)=[C:4]([F:10])[CH:3]=1.Cl.[NH2:12][OH:13].O, predict the reaction product. The product is: [Br:1][C:2]1[CH:9]=[CH:8][C:5]([CH:6]=[N:12][OH:13])=[C:4]([F:10])[CH:3]=1. (4) Given the reactants [CH3:1][O:2][C@@H:3]1[CH2:8][CH2:7][CH2:6][C@H:5]([O:9][C:10]2[C:15]([NH:16][C:17]3[C:18]4[C:25]([CH3:26])=[C:24]([C:27](O)=[O:28])[S:23][C:19]=4[N:20]=[CH:21][N:22]=3)=[CH:14][CH:13]=[CH:12][N:11]=2)[CH2:4]1.N.C[N:32](C(ON1N=NC2C=CC=CC1=2)=[N+](C)C)C.[B-](F)(F)(F)F, predict the reaction product. The product is: [CH3:1][O:2][C@@H:3]1[CH2:8][CH2:7][CH2:6][C@H:5]([O:9][C:10]2[C:15]([NH:16][C:17]3[C:18]4[C:25]([CH3:26])=[C:24]([C:27]([NH2:32])=[O:28])[S:23][C:19]=4[N:20]=[CH:21][N:22]=3)=[CH:14][CH:13]=[CH:12][N:11]=2)[CH2:4]1. (5) Given the reactants [S:1]1[CH:5]=[CH:4][C:3]([N:6]2[CH:11]=[CH:10][C:9]([CH:12]=[O:13])=[CH:8][C:7]2=[O:14])=[CH:2]1.[BH4-].[Na+], predict the reaction product. The product is: [OH:13][CH2:12][C:9]1[CH:10]=[CH:11][N:6]([C:3]2[CH:4]=[CH:5][S:1][CH:2]=2)[C:7](=[O:14])[CH:8]=1. (6) The product is: [N:1]1[CH:6]=[CH:5][CH:4]=[C:3]([C:7]2[CH2:11][CH:10]([C:12]([NH:14][C:15]3[CH:20]=[CH:19][C:18]([CH:21]([C:26]4[CH:31]=[CH:30][CH:29]=[CH:28][CH:27]=4)[C:22]([OH:24])=[O:23])=[CH:17][CH:16]=3)=[O:13])[O:9][N:8]=2)[CH:2]=1. Given the reactants [N:1]1[CH:6]=[CH:5][CH:4]=[C:3]([C:7]2[CH2:11][CH:10]([C:12]([NH:14][C:15]3[CH:20]=[CH:19][C:18]([CH:21]([C:26]4[CH:31]=[CH:30][CH:29]=[CH:28][CH:27]=4)[C:22]([O:24]C)=[O:23])=[CH:17][CH:16]=3)=[O:13])[O:9][N:8]=2)[CH:2]=1.[OH-].[Na+].Cl, predict the reaction product. (7) Given the reactants [Cl:1][C:2]1[N:7]=[CH:6][C:5]([S:8](Cl)(=[O:10])=[O:9])=[CH:4][CH:3]=1.[NH2:12][C:13]1[S:14][CH:15]=[CH:16][N:17]=1, predict the reaction product. The product is: [Cl:1][C:2]1[N:7]=[CH:6][C:5]([S:8]([NH:12][C:13]2[S:14][CH:15]=[CH:16][N:17]=2)(=[O:10])=[O:9])=[CH:4][CH:3]=1. (8) Given the reactants [CH3:1][C:2]1[N:3]=[CH:4][O:5][C:6]=1[C:7]([Cl:9])=[O:8].[NH2:10][C:11]1[C:20]2[C:15](=[CH:16][C:17]([O:23][CH3:24])=[C:18]([O:21][CH3:22])[CH:19]=2)[N:14]=[C:13]([N:25]2[CH2:30][CH2:29][NH:28][CH2:27][CH2:26]2)[N:12]=1, predict the reaction product. The product is: [ClH:9].[NH2:10][C:11]1[C:20]2[C:15](=[CH:16][C:17]([O:23][CH3:24])=[C:18]([O:21][CH3:22])[CH:19]=2)[N:14]=[C:13]([N:25]2[CH2:30][CH2:29][N:28]([C:7]([C:6]3[O:5][CH:4]=[N:3][C:2]=3[CH3:1])=[O:8])[CH2:27][CH2:26]2)[N:12]=1. (9) Given the reactants [O:1]([C:8]1C=CC(O)=CC=1)[C:2]1[CH:7]=[CH:6][CH:5]=[CH:4][CH:3]=1.[CH3:15][C:16](C)([O-:18])[CH3:17].[K+].CI.[CH2:23]1[CH2:27]OC[CH2:24]1, predict the reaction product. The product is: [O:18]([CH2:8][O:1][C:2]1[CH:3]=[CH:4][CH:5]=[CH:6][CH:7]=1)[C:16]1[CH:17]=[CH:27][CH:23]=[CH:24][CH:15]=1. (10) The product is: [F:1][C:2]1[C:7]([CH:8]2[CH2:15][CH2:9][CH2:10][C:11](=[O:14])[CH2:12][CH2:13]2)=[CH:6][CH:5]=[CH:4][N:3]=1. Given the reactants [F:1][C:2]1[C:7]([CH:8]2[CH2:13][CH2:12][C:11](=[O:14])[CH2:10][CH2:9]2)=[CH:6][CH:5]=[CH:4][N:3]=1.[CH3:15][Si](C=[N+]=[N-])(C)C.O, predict the reaction product.